From a dataset of Forward reaction prediction with 1.9M reactions from USPTO patents (1976-2016). Predict the product of the given reaction. (1) The product is: [CH2:49]([O:51][C:52]([C:54]1[S:55][C:56]([C:59]2[CH:64]=[CH:63][N:62]=[C:61]([NH:66][C:67]3[CH:68]=[N:69][CH:70]=[CH:71][CH:72]=3)[N:60]=2)=[CH:57][CH:58]=1)=[O:53])[CH3:50]. Given the reactants CC1(C)C2C(=C(P(C3C=CC=CC=3)C3C=CC=CC=3)C=CC=2)OC2C(P(C3C=CC=CC=3)C3C=CC=CC=3)=CC=CC1=2.C(=O)([O-])[O-].[K+].[K+].[CH2:49]([O:51][C:52]([C:54]1[S:55][C:56]([C:59]2[CH:64]=[CH:63][N:62]=[C:61](Cl)[N:60]=2)=[CH:57][CH:58]=1)=[O:53])[CH3:50].[NH2:66][C:67]1[CH:68]=[N:69][CH:70]=[CH:71][CH:72]=1, predict the reaction product. (2) The product is: [CH3:26][O:27][C:28]1[CH:29]=[C:30](/[C:31](=[CH:23]/[C:21]2[S:22][C:18]([N:17]([CH2:16][CH2:15][OH:14])[CH3:25])=[CH:19][CH:20]=2)/[C:32]#[N:33])[CH:34]=[CH:35][C:36]=1[O:37][CH3:38]. Given the reactants CNCCO.BrC1SC(C=O)=CC=1.[OH:14][CH2:15][CH2:16][N:17]([CH3:25])[C:18]1[S:22][C:21]([CH:23]=O)=[CH:20][CH:19]=1.[CH3:26][O:27][C:28]1[CH:29]=[C:30]([CH:34]=[CH:35][C:36]=1[O:37][CH3:38])[CH2:31][C:32]#[N:33], predict the reaction product. (3) The product is: [ClH:36].[NH2:25][CH2:24][CH:23]([C:20]1[CH:19]=[CH:18][C:17]([C:4]2[C:5]3[C:6]4[CH:16]=[CH:15][S:14][C:7]=4[C:8](=[O:13])[NH:9][C:10]=3[CH:11]=[CH:12][C:3]=2[O:2][CH3:1])=[CH:22][CH:21]=1)[CH:33]([CH3:34])[CH3:35]. Given the reactants [CH3:1][O:2][C:3]1[CH:12]=[CH:11][C:10]2[NH:9][C:8](=[O:13])[C:7]3[S:14][CH:15]=[CH:16][C:6]=3[C:5]=2[C:4]=1[C:17]1[CH:22]=[CH:21][C:20]([CH:23]([CH:33]([CH3:35])[CH3:34])[CH2:24][NH:25]C(=O)OC(C)(C)C)=[CH:19][CH:18]=1.[ClH:36], predict the reaction product. (4) Given the reactants [CH2:1]([C:5]1=[CH:6][N:7]([C:24]([CH3:27])([CH3:26])[CH3:25])[S:8]/[C:9]/1=[N:10]\[C:11]([C@:13]1([CH3:23])[CH2:17][CH2:16][C@H:15]([C:18]([OH:20])=O)[C:14]1([CH3:22])[CH3:21])=[O:12])[CH2:2][CH2:3][CH3:4].[CH2:28]([CH2:31][OH:32])[CH2:29][NH2:30], predict the reaction product. The product is: [CH2:1]([C:5]1=[CH:6][N:7]([C:24]([CH3:25])([CH3:26])[CH3:27])[S:8]/[C:9]/1=[N:10]\[C:11]([C@:13]1([CH3:23])[CH2:17][CH2:16][C@H:15]([C:18]([NH:30][CH2:29][CH2:28][CH2:31][OH:32])=[O:20])[C:14]1([CH3:21])[CH3:22])=[O:12])[CH2:2][CH2:3][CH3:4]. (5) Given the reactants [C:1]([O:5][C:6]([N:8]([C:13]1[CH:14]=[C:15]([C:21]2[CH:22]=[C:23]3[C:29](I)=[CH:28][N:27]([C:31]([O:33][C:34]([CH3:37])([CH3:36])[CH3:35])=[O:32])[C:24]3=[N:25][CH:26]=2)[CH:16]=N[C:18]=1[O:19][CH3:20])[S:9]([CH3:12])(=[O:11])=[O:10])=[O:7])([CH3:4])([CH3:3])[CH3:2].CC1(C)C(C)(C)OB([C:46]2[CH:47]=[N:48][N:49]([CH2:51][C:52]3[CH:53]=[N:54][CH:55]=[CH:56][CH:57]=3)[CH:50]=2)O1.[C:59](=O)([O-])[O-].[Na+].[Na+], predict the reaction product. The product is: [C:1]([O:5][C:6]([N:8]([C:13]1[CH:14]=[C:15]([C:21]2[CH:22]=[C:23]3[C:29]([C:46]4[CH:47]=[N:48][N:49]([CH2:51][C:52]5[CH:53]=[N:54][CH:55]=[CH:56][CH:57]=5)[CH:50]=4)=[CH:28][N:27]([C:31]([O:33][C:34]([CH3:35])([CH3:37])[CH3:36])=[O:32])[C:24]3=[N:25][CH:26]=2)[CH:16]=[CH:59][C:18]=1[O:19][CH3:20])[S:9]([CH3:12])(=[O:11])=[O:10])=[O:7])([CH3:2])([CH3:4])[CH3:3].